This data is from Full USPTO retrosynthesis dataset with 1.9M reactions from patents (1976-2016). The task is: Predict the reactants needed to synthesize the given product. (1) The reactants are: [H-].[Na+].[NH:3]1[C:11]2[C:6](=[CH:7][CH:8]=[CH:9][CH:10]=2)[C:5]([CH2:12][N:13]2[CH2:18][CH2:17][N:16]([C:19]([NH:21][C:22]3[CH:27]=[N:26][CH:25]=[CH:24][N:23]=3)=[O:20])[CH2:15][CH2:14]2)=[CH:4]1.Br[CH2:29][C:30]1[CH:35]=[CH:34][CH:33]=[C:32]([F:36])[CH:31]=1.[ClH:37].CCOC(C)=O. Given the product [ClH:37].[ClH:37].[F:36][C:32]1[CH:31]=[C:30]([CH:35]=[CH:34][CH:33]=1)[CH2:29][N:3]1[C:11]2[C:6](=[CH:7][CH:8]=[CH:9][CH:10]=2)[C:5]([CH2:12][N:13]2[CH2:14][CH2:15][N:16]([C:19]([NH:21][C:22]3[CH:27]=[N:26][CH:25]=[CH:24][N:23]=3)=[O:20])[CH2:17][CH2:18]2)=[CH:4]1, predict the reactants needed to synthesize it. (2) Given the product [Cl:1][C:2]1[CH:3]=[CH:4][C:5]([NH:8][C:9]2[N:10]=[CH:11][C:12]([CH2:15][OH:16])=[CH:13][N:14]=2)=[CH:6][CH:7]=1, predict the reactants needed to synthesize it. The reactants are: [Cl:1][C:2]1[CH:7]=[CH:6][C:5]([NH:8][C:9]2[N:14]=[CH:13][C:12]([C:15](OCC)=[O:16])=[CH:11][N:10]=2)=[CH:4][CH:3]=1.CC(C[AlH]CC(C)C)C. (3) Given the product [CH:21]1([C:19]([NH:18][C:16]2[N:17]=[C:12]3[CH:11]=[CH:10][C:9]([O:8][C:5]4[CH:4]=[CH:3][C:2]([NH:1][C:38]([C:33]5[C:32](=[O:41])[N:31]([C:28]6[CH:27]=[CH:26][C:25]([F:24])=[CH:30][CH:29]=6)[C:36]([CH3:37])=[CH:35][CH:34]=5)=[O:39])=[N:7][CH:6]=4)=[CH:14][N:13]3[CH:15]=2)=[O:20])[CH2:22][CH2:23]1, predict the reactants needed to synthesize it. The reactants are: [NH2:1][C:2]1[N:7]=[CH:6][C:5]([O:8][C:9]2[CH:10]=[CH:11][C:12]3[N:13]([CH:15]=[C:16]([NH:18][C:19]([CH:21]4[CH2:23][CH2:22]4)=[O:20])[N:17]=3)[CH:14]=2)=[CH:4][CH:3]=1.[F:24][C:25]1[CH:30]=[CH:29][C:28]([N:31]2[C:36]([CH3:37])=[CH:35][CH:34]=[C:33]([C:38](O)=[O:39])[C:32]2=[O:41])=[CH:27][CH:26]=1.C(N(CC)C(C)C)(C)C.CN(C(ON1N=NC2C=CC=NC1=2)=[N+](C)C)C.F[P-](F)(F)(F)(F)F.C(=O)([O-])O.[Na+]. (4) Given the product [NH2:1][C:2]1[C:7]([F:8])=[CH:6][N:5]=[C:4]([N:9]2[CH:13]=[C:12]([C:14]([OH:16])=[O:15])[C:11]([C:19]([F:22])([F:21])[F:20])=[N:10]2)[N:3]=1, predict the reactants needed to synthesize it. The reactants are: [NH2:1][C:2]1[C:7]([F:8])=[CH:6][N:5]=[C:4]([N:9]2[CH:13]=[C:12]([C:14]([O:16]CC)=[O:15])[C:11]([C:19]([F:22])([F:21])[F:20])=[N:10]2)[N:3]=1.[OH-].[Na+]. (5) Given the product [O:1]1[CH2:6][CH2:5][CH2:4][C@H:3]([CH2:7]/[CH:8]=[N:11]/[CH3:10])[CH2:2]1, predict the reactants needed to synthesize it. The reactants are: [O:1]1[CH2:6][CH2:5][CH2:4][C@H:3]([CH2:7][CH:8]=O)[CH2:2]1.[CH3:10][NH2:11]. (6) The reactants are: [NH:1]1[C:9]2[C:4](=[CH:5][C:6]([NH:10][CH:11]3[CH2:16][CH2:15][C:14](=O)[CH2:13][CH2:12]3)=[CH:7][CH:8]=2)[CH:3]=[N:2]1.[CH:18]1([CH2:21][NH2:22])[CH2:20][CH2:19]1.C(O[BH-](OC(=O)C)OC(=O)C)(=O)C.[Na+].Cl.CO. Given the product [CH:18]1([CH2:21][NH:22][CH:14]2[CH2:15][CH2:16][CH:11]([NH:10][C:6]3[CH:5]=[C:4]4[C:9](=[CH:8][CH:7]=3)[NH:1][N:2]=[CH:3]4)[CH2:12][CH2:13]2)[CH2:20][CH2:19]1, predict the reactants needed to synthesize it. (7) Given the product [NH2:20][C:18]1[CH:17]=[CH:16][CH:15]=[C:14]2[C:19]=1[C:11]([S:8]([C:5]1[CH:4]=[CH:3][C:2]([Cl:1])=[CH:7][CH:6]=1)(=[O:10])=[O:9])=[C:12]([CH3:27])[N:13]2[CH2:38][C:39]([O:41][CH2:42][CH3:56])=[O:40], predict the reactants needed to synthesize it. The reactants are: [Cl:1][C:2]1[CH:7]=[CH:6][C:5]([S:8]([CH:11]2[C:19]3[C:14](=[CH:15][CH:16]=[CH:17][C:18]=3[N+:20]([O-])=O)[NH:13][C:12]2([CH3:27])CC(O)=O)(=[O:10])=[O:9])=[CH:4][CH:3]=1.ClC1C(C#N)=C2C(=CC=1)N([CH2:38][C:39]([O:41][CH3:42])=[O:40])C(C)=C2S(C1C=CC(Cl)=CC=1)(=O)=O.[C:56](O)(=O)C.